From a dataset of Forward reaction prediction with 1.9M reactions from USPTO patents (1976-2016). Predict the product of the given reaction. Given the reactants [CH3:1][C:2]1([N:7]2[CH:12]=[CH:11][C:10](=[O:13])[C:9]([CH2:14][C:15]3[CH:16]=[C:17]([C:21]4[N:26]=[CH:25][C:24]([C:27]5[CH2:28][CH2:29][N:30]([C:33]([O:35][C:36]([CH3:39])([CH3:38])[CH3:37])=[O:34])[CH2:31][CH:32]=5)=[CH:23][N:22]=4)[CH:18]=[CH:19][CH:20]=3)=[N:8]2)[CH2:6][NH:5][N:4]=[CH:3]1.C(O)C, predict the reaction product. The product is: [CH3:6][N:5]1[CH:1]=[C:2]([N:7]2[CH:12]=[CH:11][C:10](=[O:13])[C:9]([CH2:14][C:15]3[CH:16]=[C:17]([C:21]4[N:22]=[CH:23][C:24]([CH:27]5[CH2:32][CH2:31][N:30]([C:33]([O:35][C:36]([CH3:38])([CH3:37])[CH3:39])=[O:34])[CH2:29][CH2:28]5)=[CH:25][N:26]=4)[CH:18]=[CH:19][CH:20]=3)=[N:8]2)[CH:3]=[N:4]1.